Task: Predict which catalyst facilitates the given reaction.. Dataset: Catalyst prediction with 721,799 reactions and 888 catalyst types from USPTO Reactant: Cl[CH2:2][C:3]1[CH:4]=[N:5][C:6]2[C:11]([CH:12]=1)=[CH:10][CH:9]=[C:8]([C:13]([F:16])([F:15])[F:14])[CH:7]=2.C(=O)([O-])[O-].[K+].[K+].Cl.[N+:24]([C:27]1[CH:32]=[CH:31][C:30]([NH:33][CH:34]2[CH2:39][CH2:38][CH:37]([O:40][CH2:41][C:42]([N:44]3[CH2:49][CH2:48][NH:47][CH2:46][CH2:45]3)=[O:43])[CH2:36][CH2:35]2)=[CH:29][C:28]=1[C:50]([F:53])([F:52])[F:51])([O-:26])=[O:25]. Product: [N+:24]([C:27]1[CH:32]=[CH:31][C:30]([NH:33][CH:34]2[CH2:35][CH2:36][CH:37]([O:40][CH2:41][C:42]([N:44]3[CH2:49][CH2:48][N:47]([CH2:2][C:3]4[CH:4]=[N:5][C:6]5[C:11]([CH:12]=4)=[CH:10][CH:9]=[C:8]([C:13]([F:16])([F:15])[F:14])[CH:7]=5)[CH2:46][CH2:45]3)=[O:43])[CH2:38][CH2:39]2)=[CH:29][C:28]=1[C:50]([F:53])([F:52])[F:51])([O-:26])=[O:25]. The catalyst class is: 31.